This data is from Forward reaction prediction with 1.9M reactions from USPTO patents (1976-2016). The task is: Predict the product of the given reaction. (1) Given the reactants [CH:1]1([CH2:4][O:5][C:6]2[CH:7]=[C:8]([CH:12]=[CH:13][C:14]=2[O:15][CH:16]([F:18])[F:17])[C:9](O)=[O:10])[CH2:3][CH2:2]1, predict the reaction product. The product is: [CH:1]1([CH2:4][O:5][C:6]2[CH:7]=[C:8]([CH2:9][OH:10])[CH:12]=[CH:13][C:14]=2[O:15][CH:16]([F:18])[F:17])[CH2:3][CH2:2]1. (2) Given the reactants C[O:2][C:3](=[O:34])[CH2:4][O:5][C:6]1[CH:15]=[CH:14][C:13]([F:16])=[C:12]2[C:7]=1[C:8]([O:30][CH:31]([F:33])[F:32])=[C:9]([CH2:19][C:20]1[CH:25]=[CH:24][C:23]([S:26]([CH3:29])(=[O:28])=[O:27])=[CH:22][CH:21]=1)[C:10]([CH2:17][CH3:18])=[N:11]2.CO.[OH-].[Li+].O, predict the reaction product. The product is: [F:33][CH:31]([F:32])[O:30][C:8]1[C:7]2[C:12](=[C:13]([F:16])[CH:14]=[CH:15][C:6]=2[O:5][CH2:4][C:3]([OH:34])=[O:2])[N:11]=[C:10]([CH2:17][CH3:18])[C:9]=1[CH2:19][C:20]1[CH:25]=[CH:24][C:23]([S:26]([CH3:29])(=[O:28])=[O:27])=[CH:22][CH:21]=1. (3) Given the reactants [F:1][CH:2]([F:25])[C:3]1[N:8]2[N:9]=[CH:10][C:11]([C:12]([OH:14])=O)=[C:7]2[N:6]=[C:5]([C:15]2[CH:20]=[CH:19][C:18]([C:21]([F:24])([F:23])[F:22])=[CH:17][CH:16]=2)[CH:4]=1.[F:26][C:27]([F:39])([F:38])[S:28]([C:31]1[CH:32]=[C:33]([NH2:37])[CH:34]=[CH:35][CH:36]=1)(=[O:30])=[O:29], predict the reaction product. The product is: [F:38][C:27]([F:26])([F:39])[S:28]([C:31]1[CH:32]=[C:33]([NH:37][C:12]([C:11]2[CH:10]=[N:9][N:8]3[C:3]([CH:2]([F:1])[F:25])=[CH:4][C:5]([C:15]4[CH:16]=[CH:17][C:18]([C:21]([F:24])([F:22])[F:23])=[CH:19][CH:20]=4)=[N:6][C:7]=23)=[O:14])[CH:34]=[CH:35][CH:36]=1)(=[O:29])=[O:30]. (4) Given the reactants [O:1]=[C:2]1[C:10]2[C:5]([C:6]3[C:7](=[C:11](C(O)=O)[NH:12][CH:13]=3)[NH:8][CH:9]=2)=[N:4][N:3]1[C:17]1[CH:22]=[CH:21][CH:20]=[CH:19][CH:18]=1, predict the reaction product. The product is: [C:17]1([N:3]2[C:2](=[O:1])[C:10]3[C:5]([C:6]4[C:7](=[CH:11][NH:12][CH:13]=4)[NH:8][CH:9]=3)=[N:4]2)[CH:18]=[CH:19][CH:20]=[CH:21][CH:22]=1. (5) Given the reactants [F:1][C:2]1[CH:3]=[C:4]([C:12]2[C:13]3[CH:20]([CH2:21][C:22]([NH:24][CH3:25])=[O:23])[CH2:19][CH2:18][C:14]=3[CH:15]=[N:16][CH:17]=2)[CH:5]=[CH:6][C:7]=1[C:8]([F:11])([F:10])[F:9].[O:26]1[CH:30]=[CH:29]C(N)=[N:27]1, predict the reaction product. The product is: [F:1][C:2]1[CH:3]=[C:4]([C:12]2[C:13]3[CH:20]([CH2:21][C:22]([NH:24][C:25]4[CH:29]=[CH:30][O:26][N:27]=4)=[O:23])[CH2:19][CH2:18][C:14]=3[CH:15]=[N:16][CH:17]=2)[CH:5]=[CH:6][C:7]=1[C:8]([F:11])([F:9])[F:10]. (6) Given the reactants [CH3:1][O:2][C:3]([C:5]1[C:13]2[C:8](=[C:9]([OH:14])[N:10]=[CH:11][CH:12]=2)[NH:7][CH:6]=1)=[O:4].[H-].[Na+].[CH3:17][O:18][CH2:19][CH2:20]Br.[CH3:22][CH2:23][O:24][C:25](C)=O, predict the reaction product. The product is: [CH3:1][O:2][C:3]([C:5]1[C:13]2[C:8](=[C:9]([O:14][CH2:20][CH2:19][O:18][CH3:17])[N:10]=[CH:11][CH:12]=2)[N:7]([CH2:22][CH2:23][O:24][CH3:25])[CH:6]=1)=[O:4]. (7) The product is: [F:1][C:2]([F:10])([F:9])[C:3]1[CH:7]=[C:6]([NH:8][C:12](=[O:13])[O:14][C:15]2[CH:20]=[CH:19][CH:18]=[CH:17][CH:16]=2)[O:5][N:4]=1. Given the reactants [F:1][C:2]([F:10])([F:9])[C:3]1[CH:7]=[C:6]([NH2:8])[O:5][N:4]=1.Cl[C:12]([O:14][C:15]1[CH:20]=[CH:19][CH:18]=[CH:17][CH:16]=1)=[O:13].N1C=CC=CC=1.O, predict the reaction product. (8) Given the reactants C([O:5]C([N:8]1[CH2:12][CH2:11][C@H:10]([NH:13][CH2:14][CH2:15][CH2:16][CH2:17][O:18][C:19]2[CH:24]=[CH:23][CH:22]=[CH:21][N:20]=2)[CH2:9]1)=O)(C)(C)C.Br[C:26]1[CH:31]=[CH:30][C:29]([F:32])=[C:28]([Cl:33])[CH:27]=1.F[B-](F)(F)F.C(P(C(C)(C)C)C(C)(C)C)(C)(C)C.C[C:53]([CH3:56])([O-:55])C.[Na+].F[C:59](F)(F)[C:60]([OH:62])=[O:61], predict the reaction product. The product is: [C:53]([OH:55])(=[O:5])/[CH:56]=[CH:59]/[C:60]([OH:62])=[O:61].[C:60]([OH:62])(=[O:61])/[CH:59]=[CH:24]/[C:19]([OH:55])=[O:18].[Cl:33][C:28]1[CH:27]=[C:26]([N:13]([CH2:14][CH2:15][CH2:16][CH2:17][O:18][C:19]2[CH:24]=[CH:23][CH:22]=[CH:21][N:20]=2)[C@H:10]2[CH2:11][CH2:12][NH:8][CH2:9]2)[CH:31]=[CH:30][C:29]=1[F:32]. (9) Given the reactants Br[C:2]1[CH:7]=[CH:6][C:5]([C:8]2[N:9]=[C:10]([CH:18]3[CH2:21][CH2:20][CH2:19]3)[N:11]3[CH:16]=[CH:15][N:14]=[C:13]([NH2:17])[C:12]=23)=[CH:4][CH:3]=1.[S:22]1[C:26]2[CH:27]=[CH:28][CH:29]=[CH:30][C:25]=2[CH:24]=[C:23]1B(O)O.O1CCOCC1.O, predict the reaction product. The product is: [S:22]1[C:23]([C:2]2[CH:7]=[CH:6][C:5]([C:8]3[N:9]=[C:10]([CH:18]4[CH2:21][CH2:20][CH2:19]4)[N:11]4[CH:16]=[CH:15][N:14]=[C:13]([NH2:17])[C:12]=34)=[CH:4][CH:3]=2)=[CH:24][C:25]2[CH:30]=[CH:29][CH:28]=[CH:27][C:26]1=2.